This data is from Forward reaction prediction with 1.9M reactions from USPTO patents (1976-2016). The task is: Predict the product of the given reaction. Given the reactants [C:1]([NH:5][S:6]([C:9]1[CH:14]=[CH:13][CH:12]=[C:11]([C:15]2[N:23]3[C:18]([CH:19]=[N:20][C:21](S(C)=O)=[N:22]3)=[CH:17][CH:16]=2)[CH:10]=1)(=[O:8])=[O:7])([CH3:4])([CH3:3])[CH3:2].[F:27][C:28]([F:40])([F:39])[C:29]1[NH:30][C:31]2[CH:37]=[C:36]([NH2:38])[CH:35]=[CH:34][C:32]=2[N:33]=1, predict the reaction product. The product is: [C:1]([NH:5][S:6]([C:9]1[CH:14]=[CH:13][CH:12]=[C:11]([C:15]2[N:23]3[C:18]([CH:19]=[N:20][C:21]([NH:38][C:36]4[CH:35]=[CH:34][C:32]5[N:33]=[C:29]([C:28]([F:40])([F:39])[F:27])[NH:30][C:31]=5[CH:37]=4)=[N:22]3)=[CH:17][CH:16]=2)[CH:10]=1)(=[O:8])=[O:7])([CH3:4])([CH3:3])[CH3:2].